From a dataset of Reaction yield outcomes from USPTO patents with 853,638 reactions. Predict the reaction yield, written as a fraction of the theoretical maximum amount of product (1.0 means a 100% yield; for example, 0.34 means a 34% yield). (1) The reactants are OC(C(F)(F)F)=O.[CH:8]([N:11]1[C:15]([C:16]2[S:17][C:18]3[CH2:19][CH2:20][O:21][C:22]4[CH:29]=[C:28]([CH:30]5[CH2:35][CH2:34][NH:33][CH2:32][CH2:31]5)[CH:27]=[CH:26][C:23]=4[C:24]=3[N:25]=2)=[N:14][CH:13]=[N:12]1)([CH3:10])[CH3:9].C(N(CC)CC)C.Br[CH2:44][C:45]([NH2:47])=[O:46]. The catalyst is C(Cl)Cl.CO.O. The product is [CH:8]([N:11]1[C:15]([C:16]2[S:17][C:18]3[CH2:19][CH2:20][O:21][C:22]4[CH:29]=[C:28]([CH:30]5[CH2:35][CH2:34][N:33]([CH2:44][C:45]([NH2:47])=[O:46])[CH2:32][CH2:31]5)[CH:27]=[CH:26][C:23]=4[C:24]=3[N:25]=2)=[N:14][CH:13]=[N:12]1)([CH3:10])[CH3:9]. The yield is 0.720. (2) The reactants are [Si:1]([O:18][C:19]1[CH:20]=[C:21]([C:27]2[CH:32]=[CH:31][CH:30]=[C:29]([CH:33]=O)[CH:28]=2)[CH:22]=[C:23]([O:25][CH3:26])[CH:24]=1)([C:14]([CH3:17])([CH3:16])[CH3:15])([C:8]1[CH:13]=[CH:12][CH:11]=[CH:10][CH:9]=1)[C:2]1[CH:7]=[CH:6][CH:5]=[CH:4][CH:3]=1.[CH2:35]([SH:39])[CH2:36][CH2:37][SH:38].C(=O)(O)[O-].[Na+]. The catalyst is ClCCl. The product is [C:14]([Si:1]([O:18][C:19]1[CH:20]=[C:21]([C:27]2[CH:32]=[CH:31][CH:30]=[C:29]([CH:33]3[S:39][CH2:35][CH2:36][CH2:37][S:38]3)[CH:28]=2)[CH:22]=[C:23]([O:25][CH3:26])[CH:24]=1)([C:2]1[CH:3]=[CH:4][CH:5]=[CH:6][CH:7]=1)[C:8]1[CH:13]=[CH:12][CH:11]=[CH:10][CH:9]=1)([CH3:17])([CH3:16])[CH3:15]. The yield is 0.850. (3) The reactants are [CH3:1][S:2](Cl)(=[O:4])=[O:3].[C:6]([O:10][C:11](=[O:20])[NH:12][C@H:13]1[CH2:18][CH2:17][C@H:16]([OH:19])[CH2:15][CH2:14]1)([CH3:9])([CH3:8])[CH3:7].C(N(CC)CC)C. The catalyst is ClCCl.C(=O)([O-])O.[Na+]. The product is [C:6]([O:10][C:11]([NH:12][C@H:13]1[CH2:14][CH2:15][C@H:16]([O:19][S:2]([CH3:1])(=[O:4])=[O:3])[CH2:17][CH2:18]1)=[O:20])([CH3:9])([CH3:7])[CH3:8]. The yield is 1.00. (4) The reactants are [Cl:1][C:2]1[CH:8]=[C:7]([S:9]([CH3:12])(=[O:11])=[O:10])[CH:6]=[CH:5][C:3]=1N.N([O-])=O.[Na+].[I-:17].[K+].Cl. The catalyst is C(#N)C. The product is [Cl:1][C:2]1[CH:8]=[C:7]([S:9]([CH3:12])(=[O:11])=[O:10])[CH:6]=[CH:5][C:3]=1[I:17]. The yield is 0.360.